From a dataset of Forward reaction prediction with 1.9M reactions from USPTO patents (1976-2016). Predict the product of the given reaction. The product is: [F:29][C:28]([F:30])([F:31])[C:26]1[CH:25]=[C:24]([NH:32][C:33]([S:34][CH3:37])=[C:11]([S:8]([C:5]2[CH:4]=[CH:3][C:2]([Cl:1])=[CH:7][CH:6]=2)(=[O:9])=[O:10])[C:12]#[N:13])[CH:23]=[C:22]([C:21]([F:35])([F:20])[F:36])[CH:27]=1. Given the reactants [Cl:1][C:2]1[CH:7]=[CH:6][C:5]([S:8]([CH2:11][C:12]#[N:13])(=[O:10])=[O:9])=[CH:4][CH:3]=1.C(=O)([O-])[O-].[K+].[K+].[F:20][C:21]([F:36])([F:35])[C:22]1[CH:23]=[C:24]([N:32]=[C:33]=[S:34])[CH:25]=[C:26]([C:28]([F:31])([F:30])[F:29])[CH:27]=1.[C:37](=O)([O-])O.[Na+].CI.Cl, predict the reaction product.